Regression. Given a peptide amino acid sequence and an MHC pseudo amino acid sequence, predict their binding affinity value. This is MHC class I binding data. From a dataset of Peptide-MHC class I binding affinity with 185,985 pairs from IEDB/IMGT. (1) The peptide sequence is SPADERAVA. The MHC is HLA-B08:01 with pseudo-sequence HLA-B08:01. The binding affinity (normalized) is 0.0847. (2) The peptide sequence is PPFGDSYVI. The MHC is HLA-B53:01 with pseudo-sequence HLA-B53:01. The binding affinity (normalized) is 0.279. (3) The peptide sequence is FLKEMGGL. The MHC is HLA-A32:01 with pseudo-sequence HLA-A32:01. The binding affinity (normalized) is 0. (4) The peptide sequence is RRRQWASCM. The MHC is HLA-B73:01 with pseudo-sequence HLA-B73:01. The binding affinity (normalized) is 0.0847.